This data is from Reaction yield outcomes from USPTO patents with 853,638 reactions. The task is: Predict the reaction yield, written as a fraction of the theoretical maximum amount of product (1.0 means a 100% yield; for example, 0.34 means a 34% yield). (1) The reactants are Cl[C:2]1[N:3]=[C:4]([N:12]2[CH2:17][CH2:16][O:15][CH2:14][CH2:13]2)[C:5]2[CH2:10][N:9]([CH3:11])[CH2:8][C:6]=2[N:7]=1.[CH2:18]([NH:20][C:21]([NH:23][C:24]1[CH:29]=[CH:28][C:27](B2OC(C)(C)C(C)(C)O2)=[C:26]([F:39])[CH:25]=1)=[O:22])[CH3:19]. No catalyst specified. The product is [CH2:18]([NH:20][C:21]([NH:23][C:24]1[CH:29]=[CH:28][C:27]([C:2]2[N:3]=[C:4]([N:12]3[CH2:17][CH2:16][O:15][CH2:14][CH2:13]3)[C:5]3[CH2:10][N:9]([CH3:11])[CH2:8][C:6]=3[N:7]=2)=[C:26]([F:39])[CH:25]=1)=[O:22])[CH3:19]. The yield is 0.260. (2) The reactants are C([O:3][C:4](=[O:33])[C:5]([CH3:32])([CH:7]1[CH2:12][CH2:11][N:10]([C:13]2[S:14][C:15]([C:18]3[CH:23]=[CH:22][CH:21]=[C:20]([NH:24][C:25]4[CH:30]=[C:29]([CH3:31])[CH:28]=[CH:27][N:26]=4)[N:19]=3)=[CH:16][N:17]=2)[CH2:9][CH2:8]1)[CH3:6])C.[OH-].[Na+].Cl. The catalyst is CO.O1CCCC1. The product is [CH3:32][C:5]([CH:7]1[CH2:12][CH2:11][N:10]([C:13]2[S:14][C:15]([C:18]3[CH:23]=[CH:22][CH:21]=[C:20]([NH:24][C:25]4[CH:30]=[C:29]([CH3:31])[CH:28]=[CH:27][N:26]=4)[N:19]=3)=[CH:16][N:17]=2)[CH2:9][CH2:8]1)([CH3:6])[C:4]([OH:33])=[O:3]. The yield is 0.670. (3) The reactants are [Mg].CN(CCN(C)C)C.Br[C:11]1[CH:16]=[CH:15][CH:14]=[CH:13][C:12]=1[C:17]([F:20])([F:19])[F:18].Br[CH:22]1[CH2:26][CH2:25][CH2:24][CH2:23]1. The catalyst is C1COCC1.CCCCCC. The product is [CH:22]1([C:11]2[CH:16]=[CH:15][CH:14]=[CH:13][C:12]=2[C:17]([F:20])([F:19])[F:18])[CH2:26][CH2:25][CH2:24][CH2:23]1. The yield is 0.580. (4) The reactants are Br[C:2]1[CH:7]=[CH:6][CH:5]=[CH:4][C:3]=1[CH2:8][CH2:9][C:10]([N:12]([CH:22]([CH3:24])[CH3:23])[NH:13][C:14](=[O:21])[C:15]1[CH:20]=[CH:19][CH:18]=[CH:17][CH:16]=1)=[O:11].COCCOC.[CH:31]([C:34]1[CH:35]=[C:36](B(O)O)[CH:37]=[CH:38][CH:39]=1)([CH3:33])[CH3:32]. The yield is 0.310. No catalyst specified. The product is [CH:31]([C:34]1[CH:39]=[C:38]([C:2]2[CH:7]=[CH:6][CH:5]=[CH:4][C:3]=2[CH2:8][CH2:9][C:10]([N:12]([CH:22]([CH3:24])[CH3:23])[NH:13][C:14](=[O:21])[C:15]2[CH:20]=[CH:19][CH:18]=[CH:17][CH:16]=2)=[O:11])[CH:37]=[CH:36][CH:35]=1)([CH3:33])[CH3:32]. (5) The reactants are [N:1]1[C:10]2[C:5](=[CH:6][C:7]([CH2:11][N:12]3[C:16]4=[N:17][C:18]([C:21]5[CH:22]=[N:23][N:24]([CH2:26][C:27]([O:29]CC)=[O:28])[CH:25]=5)=[CH:19][CH:20]=[C:15]4[N:14]=[N:13]3)=[CH:8][CH:9]=2)[CH:4]=[CH:3][CH:2]=1.[OH-].[Li+].Cl. The catalyst is CO.O. The product is [N:1]1[C:10]2[C:5](=[CH:6][C:7]([CH2:11][N:12]3[C:16]4=[N:17][C:18]([C:21]5[CH:22]=[N:23][N:24]([CH2:26][C:27]([OH:29])=[O:28])[CH:25]=5)=[CH:19][CH:20]=[C:15]4[N:14]=[N:13]3)=[CH:8][CH:9]=2)[CH:4]=[CH:3][CH:2]=1. The yield is 0.380. (6) The reactants are [Cl:1][C:2]1[CH:17]=[CH:16][C:5]([CH2:6][CH2:7][O:8][C:9]2[N:10]=[N:11][C:12](I)=[CH:13][CH:14]=2)=[CH:4][CH:3]=1.Cl.[NH2:19][C:20]1[CH:21]=[C:22](B(O)O)[CH:23]=[CH:24][CH:25]=1.C(=O)([O-])[O-].[Na+].[Na+]. The catalyst is C1(C)C=CC=CC=1.C(O)C.O.C1C=CC([P]([Pd]([P](C2C=CC=CC=2)(C2C=CC=CC=2)C2C=CC=CC=2)([P](C2C=CC=CC=2)(C2C=CC=CC=2)C2C=CC=CC=2)[P](C2C=CC=CC=2)(C2C=CC=CC=2)C2C=CC=CC=2)(C2C=CC=CC=2)C2C=CC=CC=2)=CC=1. The product is [Cl:1][C:2]1[CH:17]=[CH:16][C:5]([CH2:6][CH2:7][O:8][C:9]2[N:10]=[N:11][C:12]([C:24]3[CH:25]=[C:20]([CH:21]=[CH:22][CH:23]=3)[NH2:19])=[CH:13][CH:14]=2)=[CH:4][CH:3]=1. The yield is 0.830. (7) The reactants are [Br:1][C:2]1[CH:3]=[C:4]2[C:8](=[CH:9][CH:10]=1)[NH:7][CH:6]=[C:5]2[CH:11]=O.P([O-])([O-])(O)=O.[NH4+:18].[NH4+]. The product is [Br:1][C:2]1[CH:3]=[C:4]2[C:8](=[CH:9][CH:10]=1)[NH:7][CH:6]=[C:5]2[C:11]#[N:18]. The catalyst is [N+](CCC)([O-])=O.C(O)(=O)C. The yield is 0.860.